This data is from Reaction yield outcomes from USPTO patents with 853,638 reactions. The task is: Predict the reaction yield, written as a fraction of the theoretical maximum amount of product (1.0 means a 100% yield; for example, 0.34 means a 34% yield). (1) The yield is 0.800. The catalyst is O1CCOCC1. The reactants are Br[C:2]1[CH:7]=[CH:6][CH:5]=[CH:4][C:3]=1[N+:8]([O-:10])=[O:9].[CH3:11][C@H:12]1[CH2:17][NH:16][CH2:15][CH2:14][NH:13]1.C([O-])([O-])=O.[K+].[K+]. The product is [CH3:11][C@@H:12]1[NH:13][CH2:14][CH2:15][N:16]([C:2]2[CH:7]=[CH:6][CH:5]=[CH:4][C:3]=2[N+:8]([O-:10])=[O:9])[CH2:17]1. (2) The reactants are C[O:2][C:3]([CH2:5][C:6]1[CH:11]=[CH:10][C:9]([NH:12][C:13]2[N:22]=[C:21]([NH:23][C:24]3[NH:25][N:26]=[C:27]([CH3:29])[CH:28]=3)[C:20]3[C:15](=[CH:16][CH:17]=[CH:18][CH:19]=3)[N:14]=2)=[CH:8][C:7]=1[CH3:30])=[O:4].[OH-].[Na+].Cl. The catalyst is O.CCO. The product is [C:3]([CH2:5][C:6]1[CH:11]=[CH:10][C:9]([NH:12][C:13]2[N:22]=[C:21]([NH:23][C:24]3[NH:25][N:26]=[C:27]([CH3:29])[CH:28]=3)[C:20]3[C:15](=[CH:16][CH:17]=[CH:18][CH:19]=3)[N:14]=2)=[CH:8][C:7]=1[CH3:30])([OH:4])=[O:2]. The yield is 0.950. (3) The reactants are [OH:1][C:2]1[CH:3]=[N:4][C:5]2[C:10]([CH:11]=1)=[CH:9][C:8]([CH3:12])=[CH:7][CH:6]=2.[H-].[Na+].[Cl:15][C:16]1[CH:17]=[C:18]([N+:24]([O-:26])=[O:25])[CH:19]=[C:20]([Cl:23])[C:21]=1Cl.Cl. The catalyst is CN(C=O)C. The product is [Cl:15][C:16]1[CH:17]=[C:18]([N+:24]([O-:26])=[O:25])[CH:19]=[C:20]([Cl:23])[C:21]=1[O:1][C:2]1[CH:3]=[N:4][C:5]2[C:10]([CH:11]=1)=[CH:9][C:8]([CH3:12])=[CH:7][CH:6]=2. The yield is 0.670. (4) The reactants are [N:1]1([CH2:6][CH2:7][NH:8][C:9]2[N:14]=[C:13]([C:15]3[S:19][C:18]4[C:20]([C:24]5[CH:29]=[C:28]([F:30])[CH:27]=[CH:26][C:25]=5C(=O)C)=[CH:21][CH:22]=[CH:23][C:17]=4[CH:16]=3)[C:12]([F:34])=[CH:11][N:10]=2)[CH:5]=[CH:4][N:3]=[N:2]1.C[C:36](C)(C)[C:37]([OH:39])=O.[CH3:42][NH:43][CH2:44][CH2:45]O.C([BH3-])#N. The catalyst is O1CCOCC1. The product is [NH3:1].[N:1]1([CH2:6][CH2:7][NH:8][C:9]2[N:14]=[C:13]([C:15]3[S:19][C:18]4[C:20]([C:24]5[CH:29]=[C:28]([F:30])[CH:27]=[CH:26][C:25]=5[CH:44]([N:43]([CH3:42])[CH2:36][CH2:37][OH:39])[CH3:45])=[CH:21][CH:22]=[CH:23][C:17]=4[CH:16]=3)[C:12]([F:34])=[CH:11][N:10]=2)[CH:5]=[CH:4][N:3]=[N:2]1. The yield is 0.100. (5) The reactants are [OH:1][CH:2]([C:21]1[CH:26]=[CH:25][C:24](OC2C=CC=CC=2)=[CH:23][CH:22]=1)[CH:3]([CH2:7][C:8]1[CH:13]=[CH:12][CH:11]=[C:10]([O:14][C:15]([F:20])([F:19])[CH:16]([F:18])[F:17])[CH:9]=1)C(O)=O.C1(P(N=[N+]=[N-])([C:42]2[CH:47]=CC=CC=2)=O)C=CC=CC=1.C([N:53]([CH2:56]C)CC)C.[OH2:58].[O:59]1[CH2:63][CH2:62][CH2:61][CH2:60]1. No catalyst specified. The product is [C:63]1([O:59][C:24]2[CH:23]=[CH:22][C:21]([CH:2]3[O:1][C:56](=[O:58])[NH:53][CH:3]3[CH2:7][C:8]3[CH:13]=[CH:12][CH:11]=[C:10]([O:14][C:15]([F:19])([F:20])[CH:16]([F:18])[F:17])[CH:9]=3)=[CH:26][CH:25]=2)[CH:42]=[CH:47][CH:60]=[CH:61][CH:62]=1. The yield is 0.800. (6) The reactants are [I:1][CH2:2][CH2:3][CH2:4][CH2:5][CH2:6][CH2:7][CH2:8][CH2:9]I.[CH:11]1[C:20]2[C:15](=[CH:16][CH:17]=[CH:18][CH:19]=2)[CH:14]=[CH:13][N:12]=1. No catalyst specified. The product is [I-:1].[I-:1].[CH2:2]([N+:12]1[CH:13]=[CH:14][C:15]2[C:20](=[CH:19][CH:18]=[CH:17][CH:16]=2)[CH:11]=1)[CH2:3][CH2:4][CH2:5][CH2:6][CH2:7][CH2:8][CH2:9][N+:12]1[CH:13]=[CH:14][C:15]2[C:20](=[CH:19][CH:18]=[CH:17][CH:16]=2)[CH:11]=1. The yield is 0.920. (7) The reactants are C(OC([NH:8][CH2:9][C:10]([O:12][CH2:13][CH2:14][O:15][C:16]1[CH:17]=[N:18][C:19]([N:22]2[CH:26]=[CH:25][C:24]([C@H:27]([C:29]3[CH:38]=[CH:37][C:32]4[NH:33][C:34](=[O:36])[S:35][C:31]=4[CH:30]=3)[CH3:28])=[N:23]2)=[CH:20][CH:21]=1)=[O:11])=O)(C)(C)C.[ClH:39]. The catalyst is C(OCC)(=O)C. The product is [ClH:39].[NH2:8][CH2:9][C:10]([O:12][CH2:13][CH2:14][O:15][C:16]1[CH:17]=[N:18][C:19]([N:22]2[CH:26]=[CH:25][C:24]([C@H:27]([C:29]3[CH:38]=[CH:37][C:32]4[NH:33][C:34](=[O:36])[S:35][C:31]=4[CH:30]=3)[CH3:28])=[N:23]2)=[CH:20][CH:21]=1)=[O:11]. The yield is 0.560. (8) The reactants are [C:1]([C:5]1[CH:9]=[C:8]([NH:10][C:11]([NH:13][C@@H:14]2[C:23]3[C:18](=[CH:19][CH:20]=[CH:21][CH:22]=3)[C@H:17]([O:24][C:25]3[CH:26]=[CH:27][C:28]4[N:29]([C:31]([C:34]5[C:39]([Cl:40])=[CH:38][CH:37]=[CH:36][C:35]=5[Cl:41])=[N:32][N:33]=4)[CH:30]=3)[CH2:16][CH2:15]2)=[O:12])[N:7]([CH2:42][CH2:43]OS(C)(=O)=O)[N:6]=1)([CH3:4])([CH3:3])[CH3:2].[CH3:49][NH:50][CH3:51]. The catalyst is C1COCC1. The product is [C:1]([C:5]1[CH:9]=[C:8]([NH:10][C:11]([NH:13][C@@H:14]2[C:23]3[C:18](=[CH:19][CH:20]=[CH:21][CH:22]=3)[C@H:17]([O:24][C:25]3[CH:26]=[CH:27][C:28]4[N:29]([C:31]([C:34]5[C:39]([Cl:40])=[CH:38][CH:37]=[CH:36][C:35]=5[Cl:41])=[N:32][N:33]=4)[CH:30]=3)[CH2:16][CH2:15]2)=[O:12])[N:7]([CH2:42][CH2:43][N:50]([CH3:51])[CH3:49])[N:6]=1)([CH3:3])([CH3:2])[CH3:4]. The yield is 0.430. (9) The reactants are [C:1]([O:5][C:6]([N:8]1[C:16]2[C:11](=[CH:12][C:13]([CH:17]=[C:18]([NH:23]C(OCC3C=CC=CC=3)=O)[C:19]([O:21][CH3:22])=[O:20])=[CH:14][CH:15]=2)[CH:10]=[N:9]1)=[O:7])([CH3:4])([CH3:3])[CH3:2].[H][H]. The catalyst is [Pd].CO. The product is [C:1]([O:5][C:6]([N:8]1[C:16]2[C:11](=[CH:12][C:13]([CH2:17][CH:18]([NH2:23])[C:19]([O:21][CH3:22])=[O:20])=[CH:14][CH:15]=2)[CH:10]=[N:9]1)=[O:7])([CH3:3])([CH3:4])[CH3:2]. The yield is 0.950. (10) The reactants are [CH:1]([N:4]1[CH2:9][CH2:8][N:7]([C:10]2[CH:11]=[CH:12][C:13]([NH2:16])=[N:14][CH:15]=2)[CH2:6][CH2:5]1)([CH3:3])[CH3:2].Br[C:18]1[C:19](=[O:26])[N:20]([CH3:25])[N:21]=[C:22]([Cl:24])[CH:23]=1.C(=O)([O-])[O-].[Cs+].[Cs+].C1(P(C2C=CC=CC=2)C2C3OC4C(=CC=CC=4P(C4C=CC=CC=4)C4C=CC=CC=4)C(C)(C)C=3C=CC=2)C=CC=CC=1. The catalyst is C1C=CC(/C=C/C(/C=C/C2C=CC=CC=2)=O)=CC=1.C1C=CC(/C=C/C(/C=C/C2C=CC=CC=2)=O)=CC=1.C1C=CC(/C=C/C(/C=C/C2C=CC=CC=2)=O)=CC=1.[Pd].[Pd].O1CCOCC1. The product is [Cl:24][C:22]1[CH:23]=[C:18]([NH:16][C:13]2[CH:12]=[CH:11][C:10]([N:7]3[CH2:6][CH2:5][N:4]([CH:1]([CH3:3])[CH3:2])[CH2:9][CH2:8]3)=[CH:15][N:14]=2)[C:19](=[O:26])[N:20]([CH3:25])[N:21]=1. The yield is 0.830.